This data is from Peptide-MHC class I binding affinity with 185,985 pairs from IEDB/IMGT. The task is: Regression. Given a peptide amino acid sequence and an MHC pseudo amino acid sequence, predict their binding affinity value. This is MHC class I binding data. (1) The peptide sequence is QKDINTPGY. The MHC is HLA-A02:01 with pseudo-sequence HLA-A02:01. The binding affinity (normalized) is 0.108. (2) The peptide sequence is RAALQGGGP. The MHC is HLA-B15:03 with pseudo-sequence HLA-B15:03. The binding affinity (normalized) is 0.